This data is from Reaction yield outcomes from USPTO patents with 853,638 reactions. The task is: Predict the reaction yield, written as a fraction of the theoretical maximum amount of product (1.0 means a 100% yield; for example, 0.34 means a 34% yield). (1) The reactants are [NH2:1][C:2]1[C:7]([S:8](Cl)(=O)=O)=[CH:6][C:5]([Br:12])=[CH:4][N:3]=1.C1(P(C2C=CC=CC=2)C2C=CC=CC=2)C=CC=CC=1.C(=O)([O-])[O-].[K+].[K+].Br[CH2:39][CH2:40][C:41]([CH3:44])([OH:43])[CH3:42]. The catalyst is O1CCOCC1.O. The product is [NH2:1][C:2]1[C:7]([S:8][CH2:39][CH2:40][C:41]([CH3:44])([OH:43])[CH3:42])=[CH:6][C:5]([Br:12])=[CH:4][N:3]=1. The yield is 0.420. (2) The reactants are [C:1]([C:3]1[CH:8]=[CH:7][C:6]([CH3:9])=[CH:5][C:4]=1[NH:10][C:11](=O)[C:12]1[C:17]([O:18][CH3:19])=[CH:16][CH:15]=[CH:14][C:13]=1[F:20])#[N:2].[OH-:22].[Na+].OO.Cl. The catalyst is C(O)C. The product is [F:20][C:13]1[CH:14]=[CH:15][CH:16]=[C:17]([O:18][CH3:19])[C:12]=1[C:11]1[NH:2][C:1](=[O:22])[C:3]2[C:4](=[CH:5][C:6]([CH3:9])=[CH:7][CH:8]=2)[N:10]=1. The yield is 0.890.